From a dataset of Reaction yield outcomes from USPTO patents with 853,638 reactions. Predict the reaction yield, written as a fraction of the theoretical maximum amount of product (1.0 means a 100% yield; for example, 0.34 means a 34% yield). (1) The reactants are Cl[C:2]1[CH:3]=[C:4]([CH:22]=[CH:23][N:24]=1)[C:5]([NH:7][C:8]1[S:9][CH:10]=[C:11]([C:13]2[C:18]([CH3:19])=[CH:17][C:16]([CH3:20])=[CH:15][C:14]=2[CH3:21])[N:12]=1)=[O:6].C(=O)([O-])[O-].[Cs+].[Cs+].[CH3:31][NH:32][CH3:33].C1COCC1. The catalyst is CN(C=O)C.O. The product is [CH3:31][N:32]([CH3:33])[C:2]1[CH:3]=[C:4]([CH:22]=[CH:23][N:24]=1)[C:5]([NH:7][C:8]1[S:9][CH:10]=[C:11]([C:13]2[C:18]([CH3:19])=[CH:17][C:16]([CH3:20])=[CH:15][C:14]=2[CH3:21])[N:12]=1)=[O:6]. The yield is 0.0300. (2) The reactants are [C:1]1(=[O:11])[NH:5][C:4](=[O:6])[C:3]2=[CH:7][CH:8]=[CH:9][CH:10]=[C:2]12.Cl[CH2:13][C:14]([N:16]1[CH2:21][CH2:20][N:19]([C:22]([O:24][C:25]([CH3:28])([CH3:27])[CH3:26])=[O:23])[CH2:18][CH2:17]1)=[O:15].C(N(C(C)C)CC)(C)C. The catalyst is [I-].C([N+](CCCC)(CCCC)CCCC)CCC.C(Cl)Cl. The product is [O:6]=[C:4]1[C:3]2[C:2](=[CH:10][CH:9]=[CH:8][CH:7]=2)[C:1](=[O:11])[N:5]1[CH2:13][C:14]([N:16]1[CH2:21][CH2:20][N:19]([C:22]([O:24][C:25]([CH3:28])([CH3:27])[CH3:26])=[O:23])[CH2:18][CH2:17]1)=[O:15]. The yield is 0.670. (3) The reactants are [NH:1]1[C:5]2=[N:6][CH:7]=[CH:8][CH:9]=[C:4]2[C:3]([C:10]([O:12][CH3:13])=[O:11])=[N:2]1.C([O-])(=O)C.[Na+].[Br:19]Br.O. The catalyst is C(O)(=O)C. The product is [Br:19][C:8]1[CH:9]=[C:4]2[C:3]([C:10]([O:12][CH3:13])=[O:11])=[N:2][NH:1][C:5]2=[N:6][CH:7]=1. The yield is 0.300. (4) The reactants are [ClH:1].O1CCOCC1.OC(C(F)(F)F)=O.[N:15]1[CH:20]=[CH:19][CH:18]=[C:17]([O:21][CH2:22][CH:23]2[CH2:28][N:27](C(OC(C)(C)C)=O)[CH2:26][CH2:25][N:24]2[C:36]([O:38][CH2:39][C:40]2[CH:45]=[CH:44][C:43]([Cl:46])=[CH:42][CH:41]=2)=[O:37])[CH:16]=1. The catalyst is CO. The product is [ClH:46].[ClH:1].[N:15]1[CH:20]=[CH:19][CH:18]=[C:17]([O:21][CH2:22][CH:23]2[CH2:28][NH:27][CH2:26][CH2:25][N:24]2[C:36]([O:38][CH2:39][C:40]2[CH:41]=[CH:42][C:43]([Cl:46])=[CH:44][CH:45]=2)=[O:37])[CH:16]=1. The yield is 0.980. (5) The reactants are [S:1]1[C:5]([C:6]2[CH:7]=[C:8]3[C:13](=[CH:14][CH:15]=2)[C:12]([Cl:16])=[C:11]([OH:17])[CH:10]=[CH:9]3)=[CH:4][C:3]2[CH:18]=[CH:19][CH:20]=[CH:21][C:2]1=2.C(=O)([O-])[O-].[Cs+].[Cs+].Br[CH2:29][C:30]([O:32][CH2:33][CH3:34])=[O:31]. The catalyst is CC(C)=O. The product is [CH2:33]([O:32][C:30](=[O:31])[CH2:29][O:17][C:11]1[CH:10]=[CH:9][C:8]2[C:13](=[CH:14][CH:15]=[C:6]([C:5]3[S:1][C:2]4[CH:21]=[CH:20][CH:19]=[CH:18][C:3]=4[CH:4]=3)[CH:7]=2)[C:12]=1[Cl:16])[CH3:34]. The yield is 0.670. (6) The reactants are [O:1]1[C:5]2=[CH:6][N:7]=[CH:8][CH:9]=[C:4]2[C:3]([NH2:10])=[N:2]1.Cl[C:12]([O:14][C:15]1[CH:20]=[CH:19][CH:18]=[CH:17][CH:16]=1)=[O:13]. The catalyst is CC#N.O.C([O-])(O)=O.[Na+]. The product is [C:15]1([O:14][C:12](=[O:13])[NH:10][C:3]2[C:4]3[C:5](=[CH:6][N:7]=[CH:8][CH:9]=3)[O:1][N:2]=2)[CH:20]=[CH:19][CH:18]=[CH:17][CH:16]=1. The yield is 0.390. (7) The reactants are [Br:1][C:2]1[CH:3]=[C:4]2[C:8](=[CH:9][CH:10]=1)[C:7](=[O:11])[CH2:6][CH2:5]2.C[N+:13]1([O-])[CH2:18]COCC1.[CH3:20][Si:21](C#N)([CH3:23])[CH3:22]. The catalyst is C(Cl)Cl. The product is [Br:1][C:2]1[CH:3]=[C:4]2[C:8](=[CH:9][CH:10]=1)[C:7]([O:11][Si:21]([CH3:23])([CH3:22])[CH3:20])([C:18]#[N:13])[CH2:6][CH2:5]2. The yield is 0.860. (8) The reactants are [C:1](Cl)(Cl)=[S:2].[CH3:5][O:6][C:7]1[N:12]=[C:11]([CH3:13])[C:10]([NH2:14])=[C:9]([CH3:15])[N:8]=1. The catalyst is O1CCCC1.C(=O)([O-])O.[Na+]. The product is [N:14]([C:10]1[C:9]([CH3:15])=[N:8][C:7]([O:6][CH3:5])=[N:12][C:11]=1[CH3:13])=[C:1]=[S:2]. The yield is 0.880.